Dataset: Full USPTO retrosynthesis dataset with 1.9M reactions from patents (1976-2016). Task: Predict the reactants needed to synthesize the given product. Given the product [OH:29][C@@H:24]1[CH2:25][CH2:26][CH2:27][CH2:28][C@H:23]1[N:13]1[C:12](=[O:30])[C:11]2[C:16](=[C:17]3[CH:22]=[CH:21][CH:20]=[CH:19][C:18]3=[C:9]([CH2:8][C:5]3[CH:6]=[N:7][C:2]([N:31]4[CH:35]=[CH:34][CH:33]=[N:32]4)=[CH:3][CH:4]=3)[CH:10]=2)[N:15]=[CH:14]1, predict the reactants needed to synthesize it. The reactants are: Cl[C:2]1[N:7]=[CH:6][C:5]([CH2:8][C:9]2[CH:10]=[C:11]3[C:16](=[C:17]4[CH:22]=[CH:21][CH:20]=[CH:19][C:18]=24)[N:15]=[CH:14][N:13]([C@@H:23]2[CH2:28][CH2:27][CH2:26][CH2:25][C@H:24]2[OH:29])[C:12]3=[O:30])=[CH:4][CH:3]=1.[NH:31]1[CH:35]=[CH:34][CH:33]=[N:32]1.C(=O)([O-])[O-].[Cs+].[Cs+].CN[C@@H]1CCCC[C@H]1NC.